Dataset: Full USPTO retrosynthesis dataset with 1.9M reactions from patents (1976-2016). Task: Predict the reactants needed to synthesize the given product. (1) Given the product [C:20]([C:19]1[CH:22]=[CH:23][CH:24]=[CH:25][C:18]=1[NH:17][C:15]1[N:16]=[C:11]2[CH:10]=[CH:9][C:8]([C:5]3[CH:4]=[CH:3][C:2]([NH:1][C:38](=[O:39])[CH2:37][C:36]([F:42])([F:41])[F:35])=[CH:7][CH:6]=3)=[CH:13][N:12]2[N:14]=1)#[N:21], predict the reactants needed to synthesize it. The reactants are: [NH2:1][C:2]1[CH:7]=[CH:6][C:5]([C:8]2[CH:9]=[CH:10][C:11]3[N:12]([N:14]=[C:15]([NH:17][C:18]4[CH:25]=[CH:24][CH:23]=[CH:22][C:19]=4[C:20]#[N:21])[N:16]=3)[CH:13]=2)=[CH:4][CH:3]=1.CCN(C(C)C)C(C)C.[F:35][C:36]([F:42])([F:41])[CH2:37][C:38](O)=[O:39].CN(C(ON1N=NC2C=CC=NC1=2)=[N+](C)C)C.F[P-](F)(F)(F)(F)F.C(=O)(O)[O-].[Na+]. (2) Given the product [CH3:24][C:21]([O:20][C:18]([N:15]1[CH2:16][CH2:17][C@H:14]1[C:12]([NH:11][C@@H:6]([CH2:7][CH:8]([CH3:10])[CH3:9])/[CH:5]=[CH:4]/[C:3]([OH:25])=[O:2])=[O:13])=[O:19])([CH3:22])[CH3:23], predict the reactants needed to synthesize it. The reactants are: C[O:2][C:3](=[O:25])/[CH:4]=[CH:5]/[C@@H:6]([NH:11][C:12]([C@@H:14]1[CH2:17][CH2:16][N:15]1[C:18]([O:20][C:21]([CH3:24])([CH3:23])[CH3:22])=[O:19])=[O:13])[CH2:7][CH:8]([CH3:10])[CH3:9].CO.[Li+].[OH-]. (3) Given the product [Cl:24][C:21]1[CH:22]=[CH:23][C:18]([C:16]([C:15]2[N:6]3[N:7]=[C:2]([Cl:1])[CH:3]=[CH:4][C:5]3=[N:8][C:9]=2[CH3:10])=[O:17])=[C:19]([F:25])[CH:20]=1, predict the reactants needed to synthesize it. The reactants are: [Cl:1][C:2]1[N:7]=[N:6][C:5](/[N:8]=[C:9](/N(C)C)\[CH3:10])=[CH:4][CH:3]=1.Cl[CH2:15][C:16]([C:18]1[CH:23]=[CH:22][C:21]([Cl:24])=[CH:20][C:19]=1[F:25])=[O:17].[Cl-].[Na+].S([O-])([O-])(=O)=O.[Mg+2]. (4) Given the product [C:17]([N:21]1[C:25]([CH2:26][NH:16][CH2:15][CH2:14][N:11]2[CH2:10][CH2:9][N:8]([C:3]3[CH:4]=[CH:5][CH:6]=[CH:7][C:2]=3[F:1])[CH2:13][CH2:12]2)=[CH:24][C:23]([CH2:28][CH:29]([CH3:31])[CH3:30])=[N:22]1)([CH3:20])([CH3:19])[CH3:18], predict the reactants needed to synthesize it. The reactants are: [F:1][C:2]1[CH:7]=[CH:6][CH:5]=[CH:4][C:3]=1[N:8]1[CH2:13][CH2:12][N:11]([CH2:14][CH2:15][NH2:16])[CH2:10][CH2:9]1.[C:17]([N:21]1[C:25]([CH:26]=O)=[CH:24][C:23]([CH2:28][CH:29]([CH3:31])[CH3:30])=[N:22]1)([CH3:20])([CH3:19])[CH3:18].